This data is from Forward reaction prediction with 1.9M reactions from USPTO patents (1976-2016). The task is: Predict the product of the given reaction. Given the reactants [NH2:1][C:2]1[CH:7]=[C:6]([OH:8])[CH:5]=[CH:4][N:3]=1.C1CCN2C(=NCCC2)CC1.F[C:21]1[C:30]2[C:25](=[CH:26][CH:27]=[CH:28][CH:29]=2)[C:24]([N+:31]([O-:33])=[O:32])=[CH:23][CH:22]=1, predict the reaction product. The product is: [N+:31]([C:24]1[C:25]2[C:30](=[CH:29][CH:28]=[CH:27][CH:26]=2)[C:21]([O:8][C:6]2[CH:5]=[CH:4][N:3]=[C:2]([NH2:1])[CH:7]=2)=[CH:22][CH:23]=1)([O-:33])=[O:32].